From a dataset of Experimentally validated miRNA-target interactions with 360,000+ pairs, plus equal number of negative samples. Binary Classification. Given a miRNA mature sequence and a target amino acid sequence, predict their likelihood of interaction. (1) The miRNA is hsa-miR-378a-5p with sequence CUCCUGACUCCAGGUCCUGUGU. The protein sequence of the target gene is MVPSRRTWNLGATPSLRGLWRVGRAPEPEPGMARPAPAPASPAARPFPHTGPGRLRTGRGKDTPVCGDEDSSARSAARPALAQCRALSVDWAGPGSPHGLYLTLQVEHLKEKLISQAQEVSRLRSELGGTDLEKHRDLLMVENERLRQEMRRCEAELQELRTKPAGPCPGCEHSQESAQLRDKLSQLQLEMAESKGMLSELNLEVQQKTDRLAEVELRLKDCLAEKAQEEERLSRRLRDSHETIASLRAQSPPVKYVIKTVEVESSKTKQALSESQARNQHLQEQVAMQRQVLKEMEQQL.... Result: 0 (no interaction). (2) The miRNA is mmu-miR-148b-3p with sequence UCAGUGCAUCACAGAACUUUGU. The protein sequence of the target gene is MAGSVPWAASRRLWGWVPSACRSFSLGVPRLAFVRLTLPPPKVVDRWNEKRALFGVYDNIGILGNFEKHPKELIKGPVWLRGWRGNELQRCVRKKKFVGNRMFIEDLHNLNKRISYLYKHFNRHGKYR. Result: 1 (interaction).